This data is from Full USPTO retrosynthesis dataset with 1.9M reactions from patents (1976-2016). The task is: Predict the reactants needed to synthesize the given product. (1) Given the product [CH3:1][O:2][C:3]([C:5]1[N:6]=[CH:7][C:8]2[C:13]([C:14]=1[OH:15])=[CH:12][CH:11]=[C:10]([CH2:16][CH2:17][C:18]1[CH:23]=[CH:22][CH:21]=[CH:20][CH:19]=1)[CH:9]=2)=[O:4], predict the reactants needed to synthesize it. The reactants are: [CH3:1][O:2][C:3]([C:5]1[N:6]=[CH:7][C:8]2[C:13]([C:14]=1[OH:15])=[CH:12][CH:11]=[C:10]([C:16]#[C:17][C:18]1[CH:23]=[CH:22][CH:21]=[CH:20][CH:19]=1)[CH:9]=2)=[O:4].CCO. (2) Given the product [C:1]([O:5][C:6]([N:8]1[C:16]2[C:11](=[CH:12][CH:13]=[CH:14][C:15]=2[CH3:17])[CH2:10][CH2:9]1)=[O:7])([CH3:4])([CH3:3])[CH3:2], predict the reactants needed to synthesize it. The reactants are: [C:1]([O:5][C:6]([N:8]1[C:16]2[C:11](=[CH:12][CH:13]=[CH:14][C:15]=2[CH3:17])[CH:10]=[CH:9]1)=[O:7])([CH3:4])([CH3:3])[CH3:2]. (3) Given the product [CH2:21]([O:20][CH2:19][CH2:18][O:10][C:8]1[CH:7]=[CH:6][C:3]([C:4]#[N:5])=[C:2]([F:1])[CH:9]=1)[C:22]1[CH:27]=[CH:26][CH:25]=[CH:24][CH:23]=1, predict the reactants needed to synthesize it. The reactants are: [F:1][C:2]1[CH:9]=[C:8]([OH:10])[CH:7]=[CH:6][C:3]=1[C:4]#[N:5].C([O-])([O-])=O.[K+].[K+].Br[CH2:18][CH2:19][O:20][CH2:21][C:22]1[CH:27]=[CH:26][CH:25]=[CH:24][CH:23]=1.O. (4) Given the product [Cl:19][C:20]1[CH:21]=[C:22]([NH:23][C:16](=[O:18])[CH2:15][C:12]2[CH:11]=[CH:10][C:9]([NH:8][C:6](=[O:7])[O:5][C:1]([CH3:2])([CH3:3])[CH3:4])=[CH:14][CH:13]=2)[CH:24]=[CH:25][C:26]=1[Cl:27], predict the reactants needed to synthesize it. The reactants are: [C:1]([O:5][C:6]([NH:8][C:9]1[CH:14]=[CH:13][C:12]([CH2:15][C:16]([OH:18])=O)=[CH:11][CH:10]=1)=[O:7])([CH3:4])([CH3:3])[CH3:2].[Cl:19][C:20]1[CH:21]=[C:22]([CH:24]=[CH:25][C:26]=1[Cl:27])[NH2:23]. (5) Given the product [F:9][C:8]([F:11])([F:10])[C:5]1[CH:6]=[CH:7][C:2]([O:16][CH2:15][CH2:14][CH2:13][NH2:12])=[N:3][CH:4]=1, predict the reactants needed to synthesize it. The reactants are: F[C:2]1[CH:7]=[CH:6][C:5]([C:8]([F:11])([F:10])[F:9])=[CH:4][N:3]=1.[NH2:12][CH2:13][CH2:14][CH2:15][OH:16].O. (6) The reactants are: [NH2:1][C:2]1[C:7](C(O)=O)=[C:6]([CH3:11])[N:5]=[C:4]2[S:12][C:13]([CH3:16])=[C:14]([Br:15])[C:3]=12.C1(OC2C=CC=CC=2)C=CC=CC=1. Given the product [Br:15][C:14]1[C:3]2[C:2]([NH2:1])=[CH:7][C:6]([CH3:11])=[N:5][C:4]=2[S:12][C:13]=1[CH3:16], predict the reactants needed to synthesize it. (7) Given the product [F:1][C:2]1[CH:3]=[C:4]([S:8]([NH:11][C:12]2[CH:17]=[CH:16][CH:15]=[CH:14][C:13]=2[CH:18]2[CH2:27][C:26]([CH3:28])([CH3:29])[C:25]3[C:20](=[CH:21][CH:22]=[C:23]([C:30]([OH:32])=[O:31])[CH:24]=3)[NH:19]2)(=[O:10])=[O:9])[CH:5]=[CH:6][CH:7]=1, predict the reactants needed to synthesize it. The reactants are: [F:1][C:2]1[CH:3]=[C:4]([S:8]([NH:11][C:12]2[CH:17]=[CH:16][CH:15]=[CH:14][C:13]=2[CH:18]2[CH2:27][C:26]([CH3:29])([CH3:28])[C:25]3[C:20](=[CH:21][CH:22]=[C:23]([C:30]([O:32]CC)=[O:31])[CH:24]=3)[NH:19]2)(=[O:10])=[O:9])[CH:5]=[CH:6][CH:7]=1.O.[OH-].[Li+].[OH-].[Na+].Cl. (8) Given the product [Cl:19][C:20]1[N:21]=[C:22]([NH2:27])[N:23]=[C:24]([NH:5][C:4]2[CH:6]=[CH:7][C:8]([O:9][C:10]3[CH:15]=[CH:14][N:13]=[C:12]4[NH:16][CH:17]=[CH:18][C:11]=34)=[C:2]([F:1])[CH:3]=2)[CH:25]=1, predict the reactants needed to synthesize it. The reactants are: [F:1][C:2]1[CH:3]=[C:4]([CH:6]=[CH:7][C:8]=1[O:9][C:10]1[CH:15]=[CH:14][N:13]=[C:12]2[NH:16][CH:17]=[CH:18][C:11]=12)[NH2:5].[Cl:19][C:20]1[CH:25]=[C:24](Cl)[N:23]=[C:22]([NH2:27])[N:21]=1. (9) The reactants are: [CH3:1][NH:2][C:3](=[O:23])[C:4](=[O:22])[CH2:5][CH2:6][CH2:7][CH2:8][CH2:9][CH2:10][C:11](=[O:21])[NH:12][NH:13][C:14]([C:16]1[S:17][CH:18]=[CH:19][CH:20]=1)=O.[OH-].COC(NS([N+](CC)(CC)CC)(=O)=O)=O. Given the product [CH3:1][NH:2][C:3](=[O:23])[C:4](=[O:22])[CH2:5][CH2:6][CH2:7][CH2:8][CH2:9][CH2:10][C:11]1[O:21][C:14]([C:16]2[S:17][CH:18]=[CH:19][CH:20]=2)=[N:13][N:12]=1, predict the reactants needed to synthesize it. (10) Given the product [N:18]1[CH:19]=[CH:20][CH:21]=[CH:22][C:17]=1[CH2:16][N:10]1[C:11]2[C:7](=[CH:6][C:5]([CH2:3][OH:4])=[CH:13][CH:12]=2)[CH:8]=[N:9]1, predict the reactants needed to synthesize it. The reactants are: CO[C:3]([C:5]1[CH:6]=[C:7]2[C:11](=[CH:12][CH:13]=1)[NH:10][N:9]=[CH:8]2)=[O:4].Br.Br[CH2:16][C:17]1[CH:22]=[CH:21][CH:20]=[CH:19][N:18]=1.